Dataset: Catalyst prediction with 721,799 reactions and 888 catalyst types from USPTO. Task: Predict which catalyst facilitates the given reaction. (1) Reactant: [O:1]=[C:2]1[N:7]([CH2:8][CH2:9][CH3:10])[N:6]=[C:5]([C:11]2[S:15][C:14]([C:16]([O:18]CC)=O)=[N:13][C:12]=2[C:21]2[CH:26]=[CH:25][CH:24]=[CH:23][CH:22]=2)[CH:4]=[CH:3]1.[CH:27]1([NH2:30])[CH2:29][CH2:28]1. Product: [CH:27]1([NH:30][C:16]([C:14]2[S:15][C:11]([C:5]3[CH:4]=[CH:3][C:2](=[O:1])[N:7]([CH2:8][CH2:9][CH3:10])[N:6]=3)=[C:12]([C:21]3[CH:26]=[CH:25][CH:24]=[CH:23][CH:22]=3)[N:13]=2)=[O:18])[CH2:29][CH2:28]1. The catalyst class is: 12. (2) Reactant: [C:1]([N:3]=[C:4]([N:16]1[CH2:21][CH2:20][N:19]([C:22]([NH:24][C:25]2[CH:30]=[CH:29][CH:28]=[C:27]([F:31])[CH:26]=2)=[O:23])[CH2:18][CH:17]1[CH:32]([CH3:34])[CH3:33])[NH:5][C:6]1[CH:11]=[CH:10][CH:9]=[C:8]([N+:12]([O-])=O)[C:7]=1[CH3:15])#[N:2]. Product: [NH2:12][C:8]1[C:7]([CH3:15])=[C:6]([NH:5][C:4]([N:16]2[CH2:21][CH2:20][N:19]([C:22]([NH:24][C:25]3[CH:30]=[CH:29][CH:28]=[C:27]([F:31])[CH:26]=3)=[O:23])[CH2:18][CH:17]2[CH:32]([CH3:33])[CH3:34])=[N:3][C:1]#[N:2])[CH:11]=[CH:10][CH:9]=1. The catalyst class is: 19. (3) Reactant: [OH:1][CH2:2][CH:3]([CH2:15][C:16]1[CH:21]=[CH:20][C:19]([O:22][CH2:23][CH2:24][CH2:25][C:26]2[CH:31]=[CH:30][CH:29]=[CH:28][CH:27]=2)=[CH:18][CH:17]=1)[CH2:4][NH:5][CH2:6][CH2:7][C:8]([O:10]C(C)(C)C)=[O:9].NCCCC1C=CC(O)=CC=1.FC(F)(F)C(O)=O. Product: [OH:1][CH2:2][CH:3]([CH2:15][C:16]1[CH:17]=[CH:18][C:19]([O:22][CH2:23][CH2:24][CH2:25][C:26]2[CH:27]=[CH:28][CH:29]=[CH:30][CH:31]=2)=[CH:20][CH:21]=1)[CH2:4][NH:5][CH2:6][CH2:7][C:8]([OH:10])=[O:9]. The catalyst class is: 4. (4) Reactant: ClC1C([C:8]2[C:13]([CH2:14][NH2:15])=[CH:12][CH:11]=[C:10]([O:16][CH3:17])[CH:9]=2)=NC=CN=1.BrN1C(=O)CCC1=O. Product: [CH3:17][O:16][C:10]1[CH:11]=[CH:12][C:13]([CH2:14][NH2:15])=[CH:8][CH:9]=1. The catalyst class is: 452. (5) Reactant: [C:1]([C:3]1[C:11]2[C:6](=[CH:7][CH:8]=[C:9]([NH:12][C:13]3[N:18]=[C:17]([N:19](CC)[CH2:20][C:21]4C=CC(OC)=CC=4)[C:16]4=[N:31][CH:32]=[C:33]([C:34]#[N:35])[N:15]4[N:14]=3)[CH:10]=2)[N:5]([CH:36]2[CH2:41][CH2:40][N:39](C(OC(C)(C)C)=O)[CH2:38][CH2:37]2)[CH:4]=1)#[N:2].[C:49]1([O:55]C)[CH:54]=CC=C[CH:50]=1.C(O)(C(F)(F)F)=O. Product: [C:1]([C:3]1[C:11]2[C:6](=[CH:7][CH:8]=[C:9]([NH:12][C:13]3[N:18]=[C:17]([NH:19][CH2:20][CH3:21])[C:16]4=[N:31][CH:32]=[C:33]([C:34]#[N:35])[N:15]4[N:14]=3)[CH:10]=2)[N:5]([CH:36]2[CH2:41][CH2:40][N:39]([CH2:50][C@@H:49]([OH:55])[CH3:54])[CH2:38][CH2:37]2)[CH:4]=1)#[N:2]. The catalyst class is: 26. (6) Reactant: [NH2:1][C@H:2]([C@@H:10]([OH:28])[CH2:11][C@@H:12]([NH:20][C:21]([O:23][C:24]([CH3:27])([CH3:26])[CH3:25])=[O:22])[CH2:13][C:14]1[CH:19]=[CH:18][CH:17]=[CH:16][CH:15]=1)[CH2:3][C:4]1[CH:9]=[CH:8][CH:7]=[CH:6][CH:5]=1.C([O-])(=O)CCC([O-])=O.C([O-])(O)=O.[Na+].[CH3:42][C:43]1[CH:53]=[CH:52][CH:51]=[C:50]([CH3:54])[C:44]=1[O:45][CH2:46][C:47](Cl)=[O:48]. Product: [CH3:42][C:43]1[CH:53]=[CH:52][CH:51]=[C:50]([CH3:54])[C:44]=1[O:45][CH2:46][C:47]([NH:1][C@H:2]([C@@H:10]([OH:28])[CH2:11][C@@H:12]([NH:20][C:21]([O:23][C:24]([CH3:25])([CH3:27])[CH3:26])=[O:22])[CH2:13][C:14]1[CH:15]=[CH:16][CH:17]=[CH:18][CH:19]=1)[CH2:3][C:4]1[CH:5]=[CH:6][CH:7]=[CH:8][CH:9]=1)=[O:48]. The catalyst class is: 161.